This data is from Full USPTO retrosynthesis dataset with 1.9M reactions from patents (1976-2016). The task is: Predict the reactants needed to synthesize the given product. (1) Given the product [OH:25][CH2:24][CH2:26][NH:27][CH2:1][C:3]1[CH:19]=[C:18]([C:20]([F:21])([F:22])[F:23])[CH:17]=[CH:16][C:4]=1[O:5][C:6]1[CH:7]=[C:8]([CH2:12][C:13]([OH:15])=[O:14])[CH:9]=[CH:10][CH:11]=1, predict the reactants needed to synthesize it. The reactants are: [CH:1]([C:3]1[CH:19]=[C:18]([C:20]([F:23])([F:22])[F:21])[CH:17]=[CH:16][C:4]=1[O:5][C:6]1[CH:7]=[C:8]([CH2:12][C:13]([OH:15])=[O:14])[CH:9]=[CH:10][CH:11]=1)=O.[CH2:24]([CH2:26][NH2:27])[OH:25].C(O[BH-](OC(=O)C)OC(=O)C)(=O)C.[Na+]. (2) Given the product [Br:1][C:2]1[CH:7]=[CH:6][C:5]([O:8][CH2:9][CH:10]([NH:11][C:17]([O:19][C:20]([CH3:23])([CH3:22])[CH3:21])=[O:18])[CH2:14][OH:13])=[C:4]([CH:3]=1)[C:24]([O:26][CH3:27])=[O:25], predict the reactants needed to synthesize it. The reactants are: [Br:1][C:2]1[CH:7]=[CH:6][C:5]([O:8][CH2:9][CH:10]2[CH2:14][O:13]C(C)(C)[N:11]2[C:17]([O:19][C:20]([CH3:23])([CH3:22])[CH3:21])=[O:18])=[C:4]([C:24]([O:26][CH3:27])=[O:25])[CH:3]=1.C1(C)C=CC(S(O)(=O)=O)=CC=1. (3) Given the product [C:2]1([NH:1][CH:9]2[CH2:10][CH2:11][N:12]([C:15]([O:17][CH2:18][C@@H:19]([N:27]([CH2:35][C:36]3[CH:41]=[CH:40][CH:39]=[CH:38][CH:37]=3)[CH2:28][C:29]3[CH:34]=[CH:33][CH:32]=[CH:31][CH:30]=3)[CH2:20][C:21]3[CH:26]=[CH:25][CH:24]=[CH:23][CH:22]=3)=[O:16])[CH2:13][CH2:14]2)[CH:7]=[CH:6][CH:5]=[CH:4][CH:3]=1, predict the reactants needed to synthesize it. The reactants are: [NH2:1][C:2]1[CH:7]=[CH:6][CH:5]=[CH:4][CH:3]=1.O=[C:9]1[CH2:14][CH2:13][N:12]([C:15]([O:17][CH2:18][C@@H:19]([N:27]([CH2:35][C:36]2[CH:41]=[CH:40][CH:39]=[CH:38][CH:37]=2)[CH2:28][C:29]2[CH:34]=[CH:33][CH:32]=[CH:31][CH:30]=2)[CH2:20][C:21]2[CH:26]=[CH:25][CH:24]=[CH:23][CH:22]=2)=[O:16])[CH2:11][CH2:10]1. (4) Given the product [CH:1]1([CH2:7][NH:8][C:9]2[CH:10]=[C:11]([CH:15]3[O:34][CH:16]3[CH2:17][NH:18][C:19](=[O:25])[O:20][C:21]([CH3:22])([CH3:24])[CH3:23])[CH:12]=[CH:13][CH:14]=2)[CH2:2][CH2:3][CH2:4][CH2:5][CH2:6]1, predict the reactants needed to synthesize it. The reactants are: [CH:1]1([CH2:7][NH:8][C:9]2[CH:10]=[C:11](/[CH:15]=[CH:16]/[CH2:17][NH:18][C:19](=[O:25])[O:20][C:21]([CH3:24])([CH3:23])[CH3:22])[CH:12]=[CH:13][CH:14]=2)[CH2:6][CH2:5][CH2:4][CH2:3][CH2:2]1.C1C=C(Cl)C=C(C(OO)=[O:34])C=1.C([O-])([O-])=O.[Na+].[Na+].C([O-])(O)=O.[Na+]. (5) Given the product [Cl:25][C:10]1[C:9]([NH:8][C:5](=[O:6])[CH2:4][CH2:3][O:2][CH3:1])=[C:18]([NH:19][CH2:20][C:21]([OH:23])([CH3:22])[CH3:24])[C:17]2[C:12](=[CH:13][CH:14]=[CH:15][CH:16]=2)[N:11]=1, predict the reactants needed to synthesize it. The reactants are: [CH3:1][O:2][CH2:3][CH2:4][C:5](Cl)=[O:6].[NH2:8][C:9]1[C:10]([Cl:25])=[N:11][C:12]2[C:17]([C:18]=1[NH:19][CH2:20][C:21]([CH3:24])([OH:23])[CH3:22])=[CH:16][CH:15]=[CH:14][CH:13]=2. (6) Given the product [Cl:1][C:2]1[CH:3]=[CH:4][C:5]([CH:8]([O:26][CH3:30])[C:9]([NH:11][CH2:12][CH2:13][C:14]2[CH:19]=[CH:18][C:17]([O:20][CH2:21][C:22]#[CH:23])=[C:16]([O:24][CH3:25])[CH:15]=2)=[O:10])=[CH:6][CH:7]=1, predict the reactants needed to synthesize it. The reactants are: [Cl:1][C:2]1[CH:7]=[CH:6][C:5]([CH:8]([OH:26])[C:9]([NH:11][CH2:12][CH2:13][C:14]2[CH:19]=[CH:18][C:17]([O:20][CH2:21][C:22]#[CH:23])=[C:16]([O:24][CH3:25])[CH:15]=2)=[O:10])=[CH:4][CH:3]=1.[H-].[Na+].I[CH3:30]. (7) Given the product [Br:1][C:2]1[C:7](=[O:8])[N:6]([C:9]2[CH:10]=[C:11]([CH:15]=[CH:16][C:17]=2[CH3:18])[C:12]([NH:39][CH2:40][C@H:41]([OH:42])[CH2:30][OH:34])=[O:14])[C:5]([CH3:19])=[N:4][C:3]=1[O:20][CH2:21][C:22]1[CH:27]=[CH:26][C:25]([F:28])=[CH:24][C:23]=1[F:29], predict the reactants needed to synthesize it. The reactants are: [Br:1][C:2]1[C:7](=[O:8])[N:6]([C:9]2[CH:10]=[C:11]([CH:15]=[CH:16][C:17]=2[CH3:18])[C:12]([OH:14])=O)[C:5]([CH3:19])=[N:4][C:3]=1[O:20][CH2:21][C:22]1[CH:27]=[CH:26][C:25]([F:28])=[CH:24][C:23]=1[F:29].[CH2:30]([O:34]C(Cl)=O)C(C)C.C[N:39]1CC[O:42][CH2:41][CH2:40]1. (8) Given the product [C:28]([C:30]1[CH:35]=[CH:34][CH:33]=[CH:32][C:31]=1[S:36]([N:4]([CH:1]1[CH2:3][CH2:2]1)[CH2:5][CH2:6][CH2:7][NH:8][C:9]([C@@H:11]([NH:16][C:17]([C:19]1[S:20][C:21]2[CH:27]=[CH:26][CH:25]=[CH:24][C:22]=2[CH:23]=1)=[O:18])[CH2:12][CH:13]([CH3:15])[CH3:14])=[O:10])(=[O:38])=[O:37])#[N:29], predict the reactants needed to synthesize it. The reactants are: [CH:1]1([NH:4][CH2:5][CH2:6][CH2:7][NH:8][C:9]([C@@H:11]([NH:16][C:17]([C:19]2[S:20][C:21]3[CH:27]=[CH:26][CH:25]=[CH:24][C:22]=3[CH:23]=2)=[O:18])[CH2:12][CH:13]([CH3:15])[CH3:14])=[O:10])[CH2:3][CH2:2]1.[C:28]([C:30]1[CH:35]=[CH:34][CH:33]=[CH:32][C:31]=1[S:36](Cl)(=[O:38])=[O:37])#[N:29].C(N(CC)CC)C.